This data is from Forward reaction prediction with 1.9M reactions from USPTO patents (1976-2016). The task is: Predict the product of the given reaction. (1) Given the reactants [N:1]1([C:5]([C:7]2[CH:8]=[C:9]([Cl:37])[C:10]([O:13][C:14]3[CH:19]=[C:18]([C:20]4[NH:21][C:22]([C:25]5[O:26][C:27]([CH3:30])=[N:28][N:29]=5)=[CH:23][CH:24]=4)[CH:17]=[C:16]([O:31][C@@H:32]([CH3:36])[CH2:33][O:34]C)[CH:15]=3)=[N:11][CH:12]=2)=[O:6])[CH2:4][CH2:3][CH2:2]1.B(Br)(Br)Br.[Cl-].[NH4+], predict the reaction product. The product is: [N:1]1([C:5]([C:7]2[CH:8]=[C:9]([Cl:37])[C:10]([O:13][C:14]3[CH:15]=[C:16]([CH:17]=[C:18]([C:20]4[NH:21][C:22]([C:25]5[O:26][C:27]([CH3:30])=[N:28][N:29]=5)=[CH:23][CH:24]=4)[CH:19]=3)[O:31][C@@H:32]([CH3:36])[CH2:33][OH:34])=[N:11][CH:12]=2)=[O:6])[CH2:4][CH2:3][CH2:2]1. (2) Given the reactants Br[CH2:2][C:3]1[CH:8]=[CH:7][CH:6]=[CH:5][CH:4]=1.C(=O)([O-])[O-].[K+].[K+].[Br:15][C:16]1[C:26]([OH:27])=[CH:25][C:19]([C:20]([O:22][CH2:23][CH3:24])=[O:21])=[CH:18][C:17]=1[O:28][CH2:29][CH3:30].CN(C=O)C, predict the reaction product. The product is: [CH2:2]([O:27][C:26]1[CH:25]=[C:19]([CH:18]=[C:17]([O:28][CH2:29][CH3:30])[C:16]=1[Br:15])[C:20]([O:22][CH2:23][CH3:24])=[O:21])[C:3]1[CH:8]=[CH:7][CH:6]=[CH:5][CH:4]=1. (3) Given the reactants [O:1]=[S:2]1(=[O:28])[C:7]2[CH:8]=[CH:9][CH:10]=[CH:11][C:6]=2[NH:5][C:4]([C:12]2[C:17](=[O:18])[N:16]([N:19]=CC(C)C)[C:15]3[CH:24]=[CH:25][S:26][C:14]=3[C:13]=2[OH:27])=[N:3]1.CO.[BH4-].[Li+].Cl, predict the reaction product. The product is: [O:1]=[S:2]1(=[O:28])[C:7]2[CH:8]=[CH:9][CH:10]=[CH:11][C:6]=2[NH:5][C:4]([C:12]2[C:17](=[O:18])[N:16]([NH:19][CH2:14][CH:13]=[C:12]([CH3:17])[CH3:4])[C:15]3[CH:24]=[CH:25][S:26][C:14]=3[C:13]=2[OH:27])=[N:3]1. (4) Given the reactants [CH3:1][C@:2]12[C:11]([CH3:13])([CH3:12])[C@H:8]([CH2:9][CH2:10]1)[C:4]1([CH2:7][CH2:6][CH2:5]1)[C:3]2=O.[CH:15]([NH2:17])=[O:16], predict the reaction product. The product is: [CH3:1][C:2]12[C:11]([CH3:13])([CH3:12])[CH:8]([CH2:9][CH2:10]1)[C:4]1([CH2:7][CH2:6][CH2:5]1)[CH:3]2[NH:17][CH:15]=[O:16].